Predict the reactants needed to synthesize the given product. From a dataset of Retrosynthesis with 50K atom-mapped reactions and 10 reaction types from USPTO. Given the product CCCN(CCC)C(=O)COCC1CCC(COCC2COC(C)(C)O2)O1, predict the reactants needed to synthesize it. The reactants are: CC1(C)OCC(COCC2CCC(CO)O2)O1.CCCN(CCC)C(=O)CCl.